From a dataset of NCI-60 drug combinations with 297,098 pairs across 59 cell lines. Regression. Given two drug SMILES strings and cell line genomic features, predict the synergy score measuring deviation from expected non-interaction effect. Drug 1: C1CN(P(=O)(OC1)NCCCl)CCCl. Drug 2: C1C(C(OC1N2C=NC(=NC2=O)N)CO)O. Cell line: IGROV1. Synergy scores: CSS=-2.22, Synergy_ZIP=-0.624, Synergy_Bliss=-3.93, Synergy_Loewe=-2.39, Synergy_HSA=-5.40.